This data is from NCI-60 drug combinations with 297,098 pairs across 59 cell lines. The task is: Regression. Given two drug SMILES strings and cell line genomic features, predict the synergy score measuring deviation from expected non-interaction effect. (1) Drug 1: C1=CC(=C2C(=C1NCCNCCO)C(=O)C3=C(C=CC(=C3C2=O)O)O)NCCNCCO. Drug 2: CC(CN1CC(=O)NC(=O)C1)N2CC(=O)NC(=O)C2. Synergy scores: CSS=61.8, Synergy_ZIP=8.40, Synergy_Bliss=7.78, Synergy_Loewe=-0.511, Synergy_HSA=12.2. Cell line: K-562. (2) Drug 2: CCCCCOC(=O)NC1=NC(=O)N(C=C1F)C2C(C(C(O2)C)O)O. Cell line: NCI-H460. Synergy scores: CSS=1.58, Synergy_ZIP=2.42, Synergy_Bliss=3.72, Synergy_Loewe=3.80, Synergy_HSA=4.07. Drug 1: CC(C1=C(C=CC(=C1Cl)F)Cl)OC2=C(N=CC(=C2)C3=CN(N=C3)C4CCNCC4)N. (3) Drug 1: CC12CCC3C(C1CCC2=O)CC(=C)C4=CC(=O)C=CC34C. Drug 2: CCC1=CC2CC(C3=C(CN(C2)C1)C4=CC=CC=C4N3)(C5=C(C=C6C(=C5)C78CCN9C7C(C=CC9)(C(C(C8N6C)(C(=O)OC)O)OC(=O)C)CC)OC)C(=O)OC.C(C(C(=O)O)O)(C(=O)O)O. Cell line: SR. Synergy scores: CSS=50.1, Synergy_ZIP=-0.164, Synergy_Bliss=-5.04, Synergy_Loewe=-5.01, Synergy_HSA=-4.28. (4) Drug 1: CC1=C(C(CCC1)(C)C)C=CC(=CC=CC(=CC(=O)O)C)C. Drug 2: B(C(CC(C)C)NC(=O)C(CC1=CC=CC=C1)NC(=O)C2=NC=CN=C2)(O)O. Cell line: RPMI-8226. Synergy scores: CSS=62.4, Synergy_ZIP=-2.08, Synergy_Bliss=-7.67, Synergy_Loewe=-12.5, Synergy_HSA=-6.32. (5) Drug 2: N.N.Cl[Pt+2]Cl. Drug 1: C(CCl)NC(=O)N(CCCl)N=O. Cell line: OVCAR-4. Synergy scores: CSS=34.9, Synergy_ZIP=2.10, Synergy_Bliss=4.09, Synergy_Loewe=-21.1, Synergy_HSA=2.10. (6) Drug 1: CC1=CC2C(CCC3(C2CCC3(C(=O)C)OC(=O)C)C)C4(C1=CC(=O)CC4)C. Drug 2: C1=NC2=C(N=C(N=C2N1C3C(C(C(O3)CO)O)O)F)N. Cell line: U251. Synergy scores: CSS=1.80, Synergy_ZIP=-0.540, Synergy_Bliss=-0.0751, Synergy_Loewe=-0.264, Synergy_HSA=-0.472. (7) Drug 1: C1C(C(OC1N2C=NC3=C(N=C(N=C32)Cl)N)CO)O. Drug 2: C1=NC2=C(N=C(N=C2N1C3C(C(C(O3)CO)O)F)Cl)N. Cell line: HL-60(TB). Synergy scores: CSS=63.1, Synergy_ZIP=4.37, Synergy_Bliss=3.52, Synergy_Loewe=-4.53, Synergy_HSA=0.799. (8) Drug 1: C1CC(=O)NC(=O)C1N2CC3=C(C2=O)C=CC=C3N. Drug 2: CC(C1=C(C=CC(=C1Cl)F)Cl)OC2=C(N=CC(=C2)C3=CN(N=C3)C4CCNCC4)N. Cell line: IGROV1. Synergy scores: CSS=4.01, Synergy_ZIP=-3.26, Synergy_Bliss=-3.32, Synergy_Loewe=-2.68, Synergy_HSA=-2.73. (9) Drug 1: CC(CN1CC(=O)NC(=O)C1)N2CC(=O)NC(=O)C2. Drug 2: C1C(C(OC1N2C=NC3=C2NC=NCC3O)CO)O. Cell line: UACC62. Synergy scores: CSS=12.0, Synergy_ZIP=-5.05, Synergy_Bliss=-2.27, Synergy_Loewe=-3.26, Synergy_HSA=-1.89. (10) Drug 1: C1=CC(=CC=C1CC(C(=O)O)N)N(CCCl)CCCl.Cl. Synergy scores: CSS=31.3, Synergy_ZIP=-8.03, Synergy_Bliss=2.54, Synergy_Loewe=-1.42, Synergy_HSA=0.923. Drug 2: C1CN(CCN1C(=O)CCBr)C(=O)CCBr. Cell line: SF-268.